Dataset: Reaction yield outcomes from USPTO patents with 853,638 reactions. Task: Predict the reaction yield, written as a fraction of the theoretical maximum amount of product (1.0 means a 100% yield; for example, 0.34 means a 34% yield). (1) The reactants are [CH3:1][C:2]([CH3:31])([CH3:30])[CH2:3][C:4]([NH:6][C:7]1[C:8]([CH3:29])=[C:9](B(O)O)[C:10]2[O:14][CH2:13][CH:12]([C:15]3[CH:20]=[CH:19][C:18]([CH:21]([CH3:23])[CH3:22])=[CH:17][CH:16]=3)[C:11]=2[C:24]=1[CH3:25])=[O:5].Br[C:33]1[S:34][CH:35]=[C:36]([CH3:38])[N:37]=1. The catalyst is CCCCCC.C(OCC)(=O)C. The product is [CH:21]([C:18]1[CH:19]=[CH:20][C:15]([CH:12]2[C:11]3[C:24]([CH3:25])=[C:7]([NH:6][C:4](=[O:5])[CH2:3][C:2]([CH3:31])([CH3:30])[CH3:1])[C:8]([CH3:29])=[C:9]([C:33]4[S:34][CH:35]=[C:36]([CH3:38])[N:37]=4)[C:10]=3[O:14][CH2:13]2)=[CH:16][CH:17]=1)([CH3:23])[CH3:22]. The yield is 0.620. (2) The reactants are [F:1][C:2]([F:33])([F:32])[C:3]1[CH:4]=[C:5]([CH:29]=[CH:30][CH:31]=1)[CH2:6][NH:7][C:8](=[O:28])[C:9]1[CH:14]=[CH:13][N:12]=[C:11]([C:15]2[CH:20]=[C:19]([N:21]3[CH2:26][CH2:25][CH2:24][CH2:23][CH2:22]3)[CH:18]=[CH:17][C:16]=2[NH2:27])[CH:10]=1.[CH3:34][N:35]([CH2:47][CH2:48][N:49]1[CH2:54][CH2:53][O:52][CH2:51][CH2:50]1)[C:36]([C:38]1[CH:39]=[C:40]([CH:44]=[CH:45][CH:46]=1)[C:41](O)=[O:42])=[O:37].CCN=C=NCCCN(C)C.[ClH:66]. The yield is 0.860. The product is [ClH:66].[F:33][C:2]([F:1])([F:32])[C:3]1[CH:4]=[C:5]([CH:29]=[CH:30][CH:31]=1)[CH2:6][NH:7][C:8]([C:9]1[CH:14]=[CH:13][N:12]=[C:11]([C:15]2[CH:20]=[C:19]([N:21]3[CH2:26][CH2:25][CH2:24][CH2:23][CH2:22]3)[CH:18]=[CH:17][C:16]=2[NH:27][C:41](=[O:42])[C:40]2[CH:44]=[CH:45][CH:46]=[C:38]([C:36]([N:35]([CH3:34])[CH2:47][CH2:48][N:49]3[CH2:50][CH2:51][O:52][CH2:53][CH2:54]3)=[O:37])[CH:39]=2)[CH:10]=1)=[O:28]. The catalyst is ClCCl.CN(C)C1C=CN=CC=1.C(OCC)(=O)C. (3) The reactants are C([N:8]1[C:12]2[CH:13]=[CH:14][CH:15]=[CH:16][C:11]=2[N:10]=[C:9]1[CH2:17]Cl)(OC(C)(C)C)=O.[N:19]1[CH:24]=[CH:23][CH:22]=[CH:21][C:20]=1[NH:25][C:26](=[O:45])[C:27]1[CH:32]=[CH:31][C:30]([CH2:33][NH:34][CH:35]2[C:44]3[N:43]=[CH:42][CH:41]=[CH:40][C:39]=3[CH2:38][CH2:37][CH2:36]2)=[CH:29][CH:28]=1.C([O-])([O-])=O.[K+].[K+]. The catalyst is CC#N.C(OCC)(=O)C. The product is [CH2:37]1[CH2:38][C:39]2[CH:40]=[CH:41][CH:42]=[N:43][C:44]=2[CH:35]([N:34]([CH2:17][C:9]2[NH:8][C:12]3[C:11](=[CH:16][CH:15]=[CH:14][CH:13]=3)[N:10]=2)[CH2:33][C:30]2[CH:31]=[CH:32][C:27]([C:26]([NH:25][C:20]3[N:19]=[CH:24][CH:23]=[CH:22][CH:21]=3)=[O:45])=[CH:28][CH:29]=2)[CH2:36]1. The yield is 0.470. (4) The reactants are [C:1]([NH:4][NH:5][C:6](=O)[C:7]1[CH:12]=[CH:11][CH:10]=[C:9]([N:13]2[CH2:22][CH:21]3[N:17]([CH2:18][CH2:19][CH2:20]3)[C:16]3[N:23]=[C:24]([NH:27][CH2:28][CH3:29])[N:25]=[CH:26][C:15]=3[C:14]2=[O:30])[CH:8]=1)(=[O:3])[CH3:2].ClC(Cl)(Cl)C#N.C1(P(C2C=CC=CC=2)C2C=CC=CC=2)C=CC=CC=1. The catalyst is C(#N)C. The product is [CH2:28]([NH:27][C:24]1[N:25]=[CH:26][C:15]2[C:14](=[O:30])[N:13]([C:9]3[CH:10]=[CH:11][CH:12]=[C:7]([C:6]4[O:3][C:1]([CH3:2])=[N:4][N:5]=4)[CH:8]=3)[CH2:22][CH:21]3[N:17]([CH2:18][CH2:19][CH2:20]3)[C:16]=2[N:23]=1)[CH3:29]. The yield is 0.830.